Predict the reaction yield, written as a fraction of the theoretical maximum amount of product (1.0 means a 100% yield; for example, 0.34 means a 34% yield). From a dataset of Reaction yield outcomes from USPTO patents with 853,638 reactions. (1) The reactants are [OH:1][C:2]([CH3:13])([CH3:12])[C:3]([C:5]1[CH:10]=[CH:9][C:8]([OH:11])=[CH:7][CH:6]=1)=[O:4].[H-].[Na+].Br[CH2:17][CH2:18][CH2:19][CH2:20][CH2:21][CH2:22][CH2:23][CH3:24]. The catalyst is CS(C)=O. The product is [OH:1][C:2]([CH3:13])([CH3:12])[C:3]([C:5]1[CH:10]=[CH:9][C:8]([O:11][CH2:17][CH2:18][CH2:19][CH2:20][CH2:21][CH2:22][CH2:23][CH3:24])=[CH:7][CH:6]=1)=[O:4].[CH3:12][C:2]([O:1][CH2:12][CH2:2][CH2:3][CH2:5][CH2:6][CH2:7][CH2:8][CH3:9])([CH3:13])[C:3]([C:5]1[CH:10]=[CH:9][C:8]([O:11][CH2:17][CH2:18][CH2:19][CH2:20][CH2:21][CH2:22][CH2:23][CH3:24])=[CH:7][CH:6]=1)=[O:4]. The yield is 0.850. (2) The reactants are [O:1]=[C:2]1[N:6]([CH2:7][O:8][CH2:9][CH2:10][Si:11]([CH3:14])([CH3:13])[CH3:12])[C:5]2[CH:15]=[CH:16][C:17]([CH:19]([C:21]3[CH:25]=[CH:24][N:23]([C:26]4[N:31]=[CH:30][C:29]([S:32][CH:33]([CH3:39])[C:34](OCC)=[O:35])=[CH:28][CH:27]=4)[N:22]=3)[CH3:20])=[CH:18][C:4]=2[S:3]1.[H-].C([Al+]CC(C)C)C(C)C. The catalyst is O1CCCC1. The product is [OH:35][CH2:34][CH:33]([S:32][C:29]1[CH:28]=[CH:27][C:26]([N:23]2[CH:24]=[CH:25][C:21]([CH:19]([C:17]3[CH:16]=[CH:15][C:5]4[N:6]([CH2:7][O:8][CH2:9][CH2:10][Si:11]([CH3:12])([CH3:14])[CH3:13])[C:2](=[O:1])[S:3][C:4]=4[CH:18]=3)[CH3:20])=[N:22]2)=[N:31][CH:30]=1)[CH3:39]. The yield is 0.270. (3) The reactants are B(F)(F)F.CCOCC.[Cl:10][C:11]1[CH:12]=[C:13]2[C:19](N)=[N:18][NH:17][C:14]2=[N:15][N:16]=1.N(OCCC(C)C)=O.[I-:29].[Na+]. The catalyst is C1COCC1.C(OCC)C.CC(C)=O. The product is [Cl:10][C:11]1[CH:12]=[C:13]2[C:19]([I:29])=[N:18][NH:17][C:14]2=[N:15][N:16]=1. The yield is 0.460. (4) The reactants are [F:1][C:2]1[CH:7]=[CH:6][CH:5]=[CH:4][C:3]=1[CH:8]=[CH:9][C:10]([NH:12][C@H:13]([C:26]([O:28]C)=[O:27])[CH2:14][C:15]1[C:23]2[C:18](=[CH:19][CH:20]=[CH:21][CH:22]=2)[N:17]([CH:24]=[O:25])[CH:16]=1)=[O:11].[OH-].[Na+]. The catalyst is CO. The product is [F:1][C:2]1[CH:7]=[CH:6][CH:5]=[CH:4][C:3]=1[CH:8]=[CH:9][C:10]([NH:12][C@H:13]([C:26]([OH:28])=[O:27])[CH2:14][C:15]1[C:23]2[C:18](=[CH:19][CH:20]=[CH:21][CH:22]=2)[N:17]([CH:24]=[O:25])[CH:16]=1)=[O:11]. The yield is 0.750. (5) The reactants are [BH4-].[Na+].[Cl:3][C:4]1[CH:5]=[N:6][CH:7]=[C:8]([Cl:12])[C:9]=1[CH:10]=[O:11].O. The catalyst is CO. The product is [Cl:3][C:4]1[CH:5]=[N:6][CH:7]=[C:8]([Cl:12])[C:9]=1[CH2:10][OH:11]. The yield is 0.930. (6) The reactants are [CH3:1][C:2]1[CH:3]=[CH:4][C:5]2[NH:9][C:8](=[O:10])[NH:7][C:6]=2[CH:11]=1.[N+:12]([O-])([OH:14])=[O:13]. No catalyst specified. The product is [CH3:1][C:2]1[C:3]([N+:12]([O-:14])=[O:13])=[CH:4][C:5]2=[N:9][C:8](=[O:10])[N:7]=[C:6]2[CH:11]=1. The yield is 0.997. (7) The reactants are [CH3:1][O:2][C:3]1[CH:4]=[CH:5][C:6]([NH:11][C:12]2[C:13]3[N:14]([N:40]=[CH:41][N:42]=3)[CH:15]=[C:16]([C:18]3[CH:19]=[C:20]([CH:37]=[CH:38][CH:39]=3)[C:21]([N:23]3[CH2:29][CH2:28][CH2:27][N:26](C(OC(C)(C)C)=O)[CH2:25][CH2:24]3)=[O:22])[CH:17]=2)=[N:7][C:8]=1[O:9][CH3:10].FC(F)(F)C(O)=O.O.[ClH:51]. The catalyst is ClCCl.CO. The product is [ClH:51].[N:23]1([C:21]([C:20]2[CH:37]=[CH:38][CH:39]=[C:18]([C:16]3[CH:17]=[C:12]([NH:11][C:6]4[CH:5]=[CH:4][C:3]([O:2][CH3:1])=[C:8]([O:9][CH3:10])[N:7]=4)[C:13]4[N:14]([N:40]=[CH:41][N:42]=4)[CH:15]=3)[CH:19]=2)=[O:22])[CH2:29][CH2:28][CH2:27][NH:26][CH2:25][CH2:24]1. The yield is 0.290. (8) The catalyst is O.CO. The reactants are [OH:1][C:2]([C:34]1[CH:39]=[CH:38][CH:37]=[CH:36][CH:35]=1)([C:28]1[CH:33]=[CH:32][CH:31]=[CH:30][CH:29]=1)[CH:3]1[CH2:8][CH2:7][N:6]([CH2:9][CH2:10][CH2:11][C:12]([C:14]2[CH:19]=[CH:18][C:17]([C:20]([CH3:27])([CH3:26])[C:21]([O:23]CC)=[O:22])=[CH:16][CH:15]=2)=[O:13])[CH2:5][CH2:4]1.[OH-].[Na+].[BH4-].[Na+].CC(C)=O.[ClH:48]. The yield is 0.980. The product is [OH2:1].[ClH:48].[OH:1][C:2]([C:34]1[CH:35]=[CH:36][CH:37]=[CH:38][CH:39]=1)([C:28]1[CH:29]=[CH:30][CH:31]=[CH:32][CH:33]=1)[CH:3]1[CH2:8][CH2:7][N:6]([CH2:9][CH2:10][CH2:11][CH:12]([C:14]2[CH:19]=[CH:18][C:17]([C:20]([CH3:27])([CH3:26])[C:21]([OH:23])=[O:22])=[CH:16][CH:15]=2)[OH:13])[CH2:5][CH2:4]1. (9) The reactants are [OH:1][C:2]1[CH:3]=[C:4]([CH:7]=[C:8]([OH:10])[CH:9]=1)[CH:5]=O.[NH2:11][C:12]1[CH:17]=[CH:16][C:15]([OH:18])=[CH:14][CH:13]=1.S([O-])([O-])(=O)=O.[Na+].[Na+]. The catalyst is ClCCl. The product is [OH:18][C:15]1[CH:16]=[CH:17][C:12](/[N:11]=[CH:5]/[C:4]2[CH:7]=[C:8]([OH:10])[CH:9]=[C:2]([OH:1])[CH:3]=2)=[CH:13][CH:14]=1. The yield is 1.00.